Dataset: NCI-60 drug combinations with 297,098 pairs across 59 cell lines. Task: Regression. Given two drug SMILES strings and cell line genomic features, predict the synergy score measuring deviation from expected non-interaction effect. (1) Drug 1: CC1=C(C=C(C=C1)C(=O)NC2=CC(=CC(=C2)C(F)(F)F)N3C=C(N=C3)C)NC4=NC=CC(=N4)C5=CN=CC=C5. Drug 2: C1CN(P(=O)(OC1)NCCCl)CCCl. Cell line: A498. Synergy scores: CSS=-4.43, Synergy_ZIP=1.33, Synergy_Bliss=-1.47, Synergy_Loewe=-3.70, Synergy_HSA=-4.19. (2) Drug 1: CC12CCC(CC1=CCC3C2CCC4(C3CC=C4C5=CN=CC=C5)C)O. Drug 2: C1=CC(=CC=C1CCC2=CNC3=C2C(=O)NC(=N3)N)C(=O)NC(CCC(=O)O)C(=O)O. Cell line: IGROV1. Synergy scores: CSS=19.9, Synergy_ZIP=-5.42, Synergy_Bliss=-1.91, Synergy_Loewe=-26.2, Synergy_HSA=-0.579. (3) Drug 1: CN1C(=O)N2C=NC(=C2N=N1)C(=O)N. Drug 2: C1CN1C2=NC(=NC(=N2)N3CC3)N4CC4. Cell line: MOLT-4. Synergy scores: CSS=63.6, Synergy_ZIP=-0.109, Synergy_Bliss=-1.01, Synergy_Loewe=-28.5, Synergy_HSA=-1.03.